From a dataset of Reaction yield outcomes from USPTO patents with 853,638 reactions. Predict the reaction yield, written as a fraction of the theoretical maximum amount of product (1.0 means a 100% yield; for example, 0.34 means a 34% yield). (1) The reactants are [F:1][C:2]1[CH:7]=[CH:6][C:5]([C:8]2[C:9]3[CH:21]=[CH:20][C:19](=[O:22])[N:18]([C:23]4[CH:28]=[CH:27][CH:26]=[CH:25][C:24]=4[CH3:29])[C:10]=3[N:11]=[C:12](S(C)(=O)=O)[N:13]=2)=[C:4]([CH3:30])[CH:3]=1.[CH2:31]([NH2:33])[CH3:32]. No catalyst specified. The product is [CH2:31]([NH:33][C:12]1[N:13]=[C:8]([C:5]2[CH:6]=[CH:7][C:2]([F:1])=[CH:3][C:4]=2[CH3:30])[C:9]2[CH:21]=[CH:20][C:19](=[O:22])[N:18]([C:23]3[CH:28]=[CH:27][CH:26]=[CH:25][C:24]=3[CH3:29])[C:10]=2[N:11]=1)[CH3:32]. The yield is 0.820. (2) The catalyst is O.CC#N. The product is [C:62]([C:59]1[S:58][C:57]([C:55]([NH:54][C@@H:41]([CH2:40][C:37]2[CH:38]=[CH:39][C:34]([C:31]3[N:30]=[CH:29][C:28]([C:5]4[CH:6]=[CH:7][C:2]([OH:1])=[CH:3][CH:4]=4)=[CH:33][N:32]=3)=[CH:35][CH:36]=2)[C:42]([NH:44][C@@H:45]([C:47]([O:49][C:50]([CH3:53])([CH3:51])[CH3:52])=[O:48])[CH3:46])=[O:43])=[O:56])=[CH:61][CH:60]=1)([CH3:63])([CH3:64])[CH3:65]. The yield is 0.910. The reactants are [OH:1][C:2]1[CH:7]=[CH:6][C:5](B(O)O)=[CH:4][CH:3]=1.O.O.O.O.O.O.O.O.O.O.C(=O)([O-])[O-].[Na+].[Na+].Br[C:28]1[CH:29]=[N:30][C:31]([C:34]2[CH:39]=[CH:38][C:37]([CH2:40][C@H:41]([NH:54][C:55]([C:57]3[S:58][C:59]([C:62]([CH3:65])([CH3:64])[CH3:63])=[CH:60][CH:61]=3)=[O:56])[C:42]([NH:44][C@@H:45]([C:47]([O:49][C:50]([CH3:53])([CH3:52])[CH3:51])=[O:48])[CH3:46])=[O:43])=[CH:36][CH:35]=2)=[N:32][CH:33]=1.C1COCC1. (3) The reactants are [Cl:1][C:2]1[C:3]([O:12][C:13]2[CH:18]=[C:17]([O:19][CH2:20][CH2:21][O:22][CH3:23])[CH:16]=[CH:15][C:14]=2[CH2:24]O)=[N:4][CH:5]=[C:6]([C:8]([F:11])([F:10])[F:9])[CH:7]=1.N1C=CC=CC=1.S(Cl)([Cl:34])=O.O. The catalyst is O1CCCC1.C(OCC)C. The product is [Cl:1][C:2]1[C:3]([O:12][C:13]2[CH:18]=[C:17]([O:19][CH2:20][CH2:21][O:22][CH3:23])[CH:16]=[CH:15][C:14]=2[CH2:24][Cl:34])=[N:4][CH:5]=[C:6]([C:8]([F:11])([F:10])[F:9])[CH:7]=1. The yield is 0.770. (4) The reactants are [Cl:1][C:2]1[C:3](Cl)=[C:4]2[N:10]=[C:9]([C:11]3[CH:16]=[CH:15][C:14]([O:17][CH2:18][CH2:19][N:20]4[CH2:25][CH2:24][O:23][CH2:22][CH2:21]4)=[CH:13][CH:12]=3)[NH:8][C:5]2=[N:6][CH:7]=1.[N:27]1([CH2:33][CH2:34][NH2:35])[CH2:32][CH2:31][O:30][CH2:29][CH2:28]1. No catalyst specified. The product is [Cl:1][C:2]1[C:3]([NH:35][CH2:34][CH2:33][N:27]2[CH2:32][CH2:31][O:30][CH2:29][CH2:28]2)=[C:4]2[N:10]=[C:9]([C:11]3[CH:16]=[CH:15][C:14]([O:17][CH2:18][CH2:19][N:20]4[CH2:21][CH2:22][O:23][CH2:24][CH2:25]4)=[CH:13][CH:12]=3)[NH:8][C:5]2=[N:6][CH:7]=1. The yield is 0.410. (5) The reactants are Cl[C:2]1[C:7]([CH:8]=[O:9])=[C:6]([Cl:10])[N:5]=[C:4]([S:11][CH3:12])[N:3]=1.[CH:13]1([NH2:19])[CH2:18][CH2:17][CH2:16][CH2:15][CH2:14]1. The catalyst is C(#N)C.O. The product is [Cl:10][C:6]1[C:7]([CH:8]=[O:9])=[C:2]([NH:19][CH:13]2[CH2:18][CH2:17][CH2:16][CH2:15][CH2:14]2)[N:3]=[C:4]([S:11][CH3:12])[N:5]=1. The yield is 0.990.